Dataset: Full USPTO retrosynthesis dataset with 1.9M reactions from patents (1976-2016). Task: Predict the reactants needed to synthesize the given product. (1) Given the product [OH:1][C:2]1[CH:3]=[CH:4][C:5]([C@@H:8]([CH2:14][CH2:15][CH2:16][CH3:17])[CH2:9][C:10]([O:12][CH3:13])=[O:11])=[CH:6][CH:7]=1, predict the reactants needed to synthesize it. The reactants are: [OH:1][C:2]1[CH:7]=[CH:6][C:5]([C@@H:8]([C:14]#[C:15][CH2:16][CH3:17])[CH2:9][C:10]([O:12][CH3:13])=[O:11])=[CH:4][CH:3]=1. (2) Given the product [N:7]1[C:8]2[C:13](=[CH:12][CH:11]=[CH:10][CH:9]=2)[CH:14]=[C:5]([C:15]#[N:16])[CH:6]=1, predict the reactants needed to synthesize it. The reactants are: [C-]#N.[Na+].Br[C:5]1[CH:6]=[N:7][C:8]2[C:13]([CH:14]=1)=[CH:12][CH:11]=[CH:10][CH:9]=2.[CH3:15][NH:16]CCNC.[OH-].[NH4+]. (3) Given the product [Cl:12][C:13]1[CH:21]=[CH:20][C:16]([C:17]([N:9]([O:10][CH3:11])[CH3:8])=[O:18])=[CH:15][CH:14]=1, predict the reactants needed to synthesize it. The reactants are: N1C=CC=CC=1.Cl.[CH3:8][NH:9][O:10][CH3:11].[Cl:12][C:13]1[CH:21]=[CH:20][C:16]([C:17](Cl)=[O:18])=[CH:15][CH:14]=1. (4) Given the product [CH3:28][NH:29][C:1]([C:3]1[CH:4]=[C:5]([NH:9]/[C:10](=[C:17]2\[C:18](=[O:26])[NH:19][C:20]3[C:25]\2=[CH:24][CH:23]=[CH:22][CH:21]=3)/[C:11]2[CH:16]=[CH:15][CH:14]=[CH:13][CH:12]=2)[CH:6]=[CH:7][CH:8]=1)=[NH:2], predict the reactants needed to synthesize it. The reactants are: [C:1]([C:3]1[CH:4]=[C:5]([NH:9]/[C:10](=[C:17]2\[C:18](=[O:26])[NH:19][C:20]3[C:25]\2=[CH:24][CH:23]=[CH:22][CH:21]=3)/[C:11]2[CH:16]=[CH:15][CH:14]=[CH:13][CH:12]=2)[CH:6]=[CH:7][CH:8]=1)#[N:2].Cl.[CH3:28][NH2:29]. (5) Given the product [OH:1][C:2]1[CH:10]=[CH:9][C:8]([C:11]([O:13][CH3:14])=[O:12])=[CH:7][C:3]=1[C:4]([O:6][CH2:15][C:16]1[CH:21]=[CH:20][CH:19]=[CH:18][CH:17]=1)=[O:5], predict the reactants needed to synthesize it. The reactants are: [OH:1][C:2]1[CH:10]=[CH:9][C:8]([C:11]([O:13][CH3:14])=[O:12])=[CH:7][C:3]=1[C:4]([OH:6])=[O:5].[CH2:15](Br)[C:16]1[CH:21]=[CH:20][CH:19]=[CH:18][CH:17]=1.